From a dataset of Reaction yield outcomes from USPTO patents with 853,638 reactions. Predict the reaction yield, written as a fraction of the theoretical maximum amount of product (1.0 means a 100% yield; for example, 0.34 means a 34% yield). The reactants are [C:1]([O:5][C:6]([NH:8][CH:9]([CH2:24][CH2:25][CH2:26][CH2:27][NH:28]C(OCC1C=CC=CC=1)=O)[C:10]([NH:12][CH2:13][CH:14]([OH:23])[CH:15]([OH:22])[CH:16]([OH:21])[CH:17]([OH:20])[CH2:18][OH:19])=[O:11])=[O:7])([CH3:4])([CH3:3])[CH3:2]. The catalyst is CO.[Pd]. The product is [NH2:28][CH2:27][CH2:26][CH2:25][CH2:24][CH:9]([NH:8][C:6]([O:5][C:1]([CH3:4])([CH3:3])[CH3:2])=[O:7])[C:10]([NH:12][CH2:13][CH:14]([OH:23])[CH:15]([OH:22])[CH:16]([OH:21])[CH:17]([OH:20])[CH2:18][OH:19])=[O:11]. The yield is 0.977.